Dataset: Merck oncology drug combination screen with 23,052 pairs across 39 cell lines. Task: Regression. Given two drug SMILES strings and cell line genomic features, predict the synergy score measuring deviation from expected non-interaction effect. (1) Drug 1: CC(=O)OC1C(=O)C2(C)C(O)CC3OCC3(OC(C)=O)C2C(OC(=O)c2ccccc2)C2(O)CC(OC(=O)C(O)C(NC(=O)c3ccccc3)c3ccccc3)C(C)=C1C2(C)C. Drug 2: COC1CC2CCC(C)C(O)(O2)C(=O)C(=O)N2CCCCC2C(=O)OC(C(C)CC2CCC(OP(C)(C)=O)C(OC)C2)CC(=O)C(C)C=C(C)C(O)C(OC)C(=O)C(C)CC(C)C=CC=CC=C1C. Cell line: SW837. Synergy scores: synergy=28.0. (2) Drug 1: COc1cc(C2c3cc4c(cc3C(OC3OC5COC(C)OC5C(O)C3O)C3COC(=O)C23)OCO4)cc(OC)c1O. Drug 2: Cn1c(=O)n(-c2ccc(C(C)(C)C#N)cc2)c2c3cc(-c4cnc5ccccc5c4)ccc3ncc21. Cell line: LNCAP. Synergy scores: synergy=93.4.